From a dataset of Full USPTO retrosynthesis dataset with 1.9M reactions from patents (1976-2016). Predict the reactants needed to synthesize the given product. (1) Given the product [Cl:1][C:2]1[N:6]2[CH:7]=[C:8]([O:15][CH:16]([F:18])[F:17])[CH:9]=[C:10]([C:11]([F:13])([F:14])[F:12])[C:5]2=[N:4][C:3]=1[C:19]([OH:21])=[O:20], predict the reactants needed to synthesize it. The reactants are: [Cl:1][C:2]1[N:6]2[CH:7]=[C:8]([O:15][CH:16]([F:18])[F:17])[CH:9]=[C:10]([C:11]([F:14])([F:13])[F:12])[C:5]2=[N:4][C:3]=1[C:19]([O:21]C)=[O:20].[OH-].[Na+].Cl. (2) Given the product [CH3:10][S:11]([C:2]1[CH:3]=[CH:4][C:5]([C:8]#[N:9])=[N:6][CH:7]=1)(=[O:13])=[O:12], predict the reactants needed to synthesize it. The reactants are: Br[C:2]1[CH:3]=[CH:4][C:5]([C:8]#[N:9])=[N:6][CH:7]=1.[CH3:10][S:11]([O-:13])=[O:12].[Na+].